Dataset: Full USPTO retrosynthesis dataset with 1.9M reactions from patents (1976-2016). Task: Predict the reactants needed to synthesize the given product. Given the product [ClH:35].[C:18]([O:17][C:15](=[O:16])[C@@H:14]([NH2:22])[CH2:13][NH:12][C:11]([C:8]1[S:7][C:6]([CH2:5][CH2:4][C:3]([O:2][CH3:1])=[O:34])=[CH:10][CH:9]=1)=[O:33])([CH3:21])([CH3:19])[CH3:20], predict the reactants needed to synthesize it. The reactants are: [CH3:1][O:2][C:3](=[O:34])[CH:4]=[CH:5][C:6]1[S:7][C:8]([C:11](=[O:33])[NH:12][CH2:13][C@H:14]([NH:22]C(OCC2C=CC=CC=2)=O)[C:15]([O:17][C:18]([CH3:21])([CH3:20])[CH3:19])=[O:16])=[CH:9][CH:10]=1.[ClH:35].